From a dataset of Peptide-MHC class I binding affinity with 185,985 pairs from IEDB/IMGT. Regression. Given a peptide amino acid sequence and an MHC pseudo amino acid sequence, predict their binding affinity value. This is MHC class I binding data. (1) The peptide sequence is EEMPLVWDL. The MHC is HLA-A69:01 with pseudo-sequence HLA-A69:01. The binding affinity (normalized) is 0.0847. (2) The peptide sequence is LMMSSPPPI. The MHC is HLA-A02:11 with pseudo-sequence HLA-A02:11. The binding affinity (normalized) is 1.00. (3) The peptide sequence is GSFCTQLNR. The MHC is HLA-A68:01 with pseudo-sequence HLA-A68:01. The binding affinity (normalized) is 0.498. (4) The peptide sequence is KIQNFRVYY. The MHC is HLA-A23:01 with pseudo-sequence HLA-A23:01. The binding affinity (normalized) is 0. (5) The peptide sequence is TLNHVLALK. The MHC is HLA-B54:01 with pseudo-sequence HLA-B54:01. The binding affinity (normalized) is 0. (6) The peptide sequence is LFCASDAKAY. The MHC is HLA-A11:01 with pseudo-sequence HLA-A11:01. The binding affinity (normalized) is 0.450.